From a dataset of Full USPTO retrosynthesis dataset with 1.9M reactions from patents (1976-2016). Predict the reactants needed to synthesize the given product. (1) Given the product [C:20]([O:19][C:16](=[O:18])[CH2:17][C:3]([C:4]1[CH:9]=[CH:8][CH:7]=[C:6]([C:10]2[N:11]=[CH:12][O:13][CH:14]=2)[CH:5]=1)=[O:15])([CH3:23])([CH3:22])[CH3:21], predict the reactants needed to synthesize it. The reactants are: CO[C:3](=[O:15])[C:4]1[CH:9]=[CH:8][CH:7]=[C:6]([C:10]2[N:11]=[CH:12][O:13][CH:14]=2)[CH:5]=1.[C:16]([O:19][C:20]([CH3:23])([CH3:22])[CH3:21])(=[O:18])[CH3:17].[Li]. (2) Given the product [CH:1]1([C:4]2[CH:5]=[N:6][C:7]([NH:17][C:18]3[CH:26]=[CH:25][CH:24]=[C:23]4[C:19]=3[CH:20]=[CH:21][N:22]4[CH2:27][CH:28]([CH3:30])[CH3:29])=[C:8]([CH:16]=2)[C:9]([OH:11])=[O:10])[CH2:2][CH2:3]1, predict the reactants needed to synthesize it. The reactants are: [CH:1]1([C:4]2[CH:5]=[N:6][C:7]([NH:17][C:18]3[CH:26]=[CH:25][CH:24]=[C:23]4[C:19]=3[CH:20]=[CH:21][N:22]4[CH2:27][CH:28]([CH3:30])[CH3:29])=[C:8]([CH:16]=2)[C:9]([O:11]C(C)(C)C)=[O:10])[CH2:3][CH2:2]1. (3) Given the product [CH2:23]([O:22][C:20]([C:19]1[N:7]=[C:6]([C:5]2[CH:4]=[CH:3][C:2]([CH3:1])=[CH:16][CH:15]=2)[N:8]([C:9]2[CH:10]=[CH:11][N:12]=[CH:13][CH:14]=2)[CH:18]=1)=[O:21])[CH3:24], predict the reactants needed to synthesize it. The reactants are: [CH3:1][C:2]1[CH:16]=[CH:15][C:5]([C:6]([NH:8][C:9]2[CH:14]=[CH:13][N:12]=[CH:11][CH:10]=2)=[NH:7])=[CH:4][CH:3]=1.Br[CH2:18][C:19](=O)[C:20]([O:22][CH2:23][CH3:24])=[O:21]. (4) Given the product [CH3:25][C:22]1[N:21]=[CH:20][C:19]([N:9]2[CH:10]=[C:11]([C:13]3[CH:18]=[CH:17][CH:16]=[CH:15][N:14]=3)[N:12]=[C:8]2[C:5]2[CH:6]=[CH:7][C:2]([N:26]3[C:34]4[CH:33]=[CH:32][N:31]=[CH:30][C:29]=4[CH:28]=[CH:27]3)=[CH:3][CH:4]=2)=[CH:24][CH:23]=1, predict the reactants needed to synthesize it. The reactants are: I[C:2]1[CH:7]=[CH:6][C:5]([C:8]2[N:9]([C:19]3[CH:20]=[N:21][C:22]([CH3:25])=[CH:23][CH:24]=3)[CH:10]=[C:11]([C:13]3[CH:18]=[CH:17][CH:16]=[CH:15][N:14]=3)[N:12]=2)=[CH:4][CH:3]=1.[NH:26]1[C:34]2[CH:33]=[CH:32][N:31]=[CH:30][C:29]=2[CH:28]=[CH:27]1.[O-]P([O-])([O-])=O.[K+].[K+].[K+].CN(C)[C@@H]1CCCC[C@H]1N. (5) Given the product [CH3:19][O:18][C:15]1[CH:16]=[CH:17][C:12]([C:7]2[C:6](=[O:20])[C:5]3[C:10](=[CH:11][C:2]([O:1][CH:22]([CH3:24])[CH3:23])=[CH:3][CH:4]=3)[O:9][CH:8]=2)=[CH:13][CH:14]=1, predict the reactants needed to synthesize it. The reactants are: [OH:1][C:2]1[CH:11]=[C:10]2[C:5]([C:6](=[O:20])[C:7]([C:12]3[CH:17]=[CH:16][C:15]([O:18][CH3:19])=[CH:14][CH:13]=3)=[CH:8][O:9]2)=[CH:4][CH:3]=1.Br[CH:22]([CH3:24])[CH3:23]. (6) Given the product [N:3]1[C:4]2[C:9](=[CH:8][CH:7]=[CH:6][CH:5]=2)[CH:10]=[CH:11][CH:2]=1, predict the reactants needed to synthesize it. The reactants are: Br[C:2]1[C:11](C=C)=[C:10](Br)[C:9]2[C:4](=[C:5](C=C)[C:6](Br)=[C:7](C=C)[C:8]=2C=C)[N:3]=1.[OH-].[NH4+]. (7) Given the product [ClH:3].[ClH:1].[N:10]12[CH2:11][C@@H:6]([CH2:5][CH2:4]1)[NH:7][CH2:8][CH2:9]2, predict the reactants needed to synthesize it. The reactants are: [ClH:1].Cl.[Cl:3][CH2:4][CH2:5][C@@H:6]1[CH2:11][NH:10][CH2:9][CH2:8][NH:7]1.[OH-].[Na+].Cl. (8) Given the product [OH:7][CH2:8][C:9]([CH3:39])([CH3:38])[CH2:10][C:11]1[CH:12]=[C:13]([C:17]2([C:23]3[CH:24]=[C:25]([CH2:29][C:30]([CH3:32])([CH3:31])[CH2:33][OH:34])[CH:26]=[CH:27][CH:28]=3)[S:18][CH2:19][CH2:20][CH2:21][S:22]2)[CH:14]=[CH:15][CH:16]=1, predict the reactants needed to synthesize it. The reactants are: [Li+].[BH4-].CO.C([O:7][C:8](=O)[C:9]([CH3:39])([CH3:38])[CH2:10][C:11]1[CH:16]=[CH:15][CH:14]=[C:13]([C:17]2([C:23]3[CH:28]=[CH:27][CH:26]=[C:25]([CH2:29][C:30]([C:33](OCC)=[O:34])([CH3:32])[CH3:31])[CH:24]=3)[S:22][CH2:21][CH2:20][CH2:19][S:18]2)[CH:12]=1)C.[NH4+].[Cl-].ClCl. (9) Given the product [CH2:18]([O:1][C:2]1[CH:9]=[C:8]([O:14][CH2:11][CH2:38][CH2:37][CH2:36][CH2:35][CH2:34][CH2:33][CH2:32][CH2:31][CH2:30][CH2:29][CH2:28][CH2:27][CH2:26][CH2:25][CH2:24][CH2:23][CH2:22][CH2:21][CH2:20][CH2:19][CH3:18])[CH:7]=[CH:6][C:3]=1[CH:4]=[O:5])[CH2:19][CH2:20][CH2:21][CH2:22][CH2:23][CH2:24][CH2:25][CH2:26][CH2:27][CH2:28][CH2:29][CH2:30][CH2:31][CH2:32][CH2:33][CH2:34][CH2:35][CH2:36][CH2:37][CH2:38][CH3:39], predict the reactants needed to synthesize it. The reactants are: [OH:1][C:2]1[CH:9]=[C:8](O)[CH:7]=[CH:6][C:3]=1[CH:4]=[O:5].[C:11](=[O:14])([O-])[O-].[K+].[K+].Br[CH2:18][CH2:19][CH2:20][CH2:21][CH2:22][CH2:23][CH2:24][CH2:25][CH2:26][CH2:27][CH2:28][CH2:29][CH2:30][CH2:31][CH2:32][CH2:33][CH2:34][CH2:35][CH2:36][CH2:37][CH2:38][CH3:39].